From a dataset of CYP3A4 inhibition data for predicting drug metabolism from PubChem BioAssay. Regression/Classification. Given a drug SMILES string, predict its absorption, distribution, metabolism, or excretion properties. Task type varies by dataset: regression for continuous measurements (e.g., permeability, clearance, half-life) or binary classification for categorical outcomes (e.g., BBB penetration, CYP inhibition). Dataset: cyp3a4_veith. (1) The drug is NS(=O)(=O)c1cc2c(cc1Cl)N[C@@H](C(Cl)Cl)NS2(=O)=O. The result is 0 (non-inhibitor). (2) The molecule is O=C(C1CCCN(S(=O)(=O)c2cccc3nsnc23)C1)N1CC=C(c2ccccc2)CC1. The result is 1 (inhibitor). (3) The drug is C[C@H]1COC(=O)[C@H](C)NC(=O)[C@@H](C)COC(=O)[C@H](C)NC1=O. The result is 0 (non-inhibitor). (4) The compound is O=S(=O)(c1ccc(Cl)cc1)c1cnc(-c2cccnc2)nc1-c1ccccc1. The result is 1 (inhibitor). (5) The drug is CCCc1ccc(Oc2cc(C)nc(N3CCOCC3)n2)cc1. The result is 0 (non-inhibitor). (6) The compound is COc1ccc(Oc2ncc3nc(-c4ccc(Cl)cc4)c(=O)n(CCC#N)c3n2)cc1. The result is 1 (inhibitor). (7) The result is 0 (non-inhibitor). The compound is CCNC(=S)NNC(=O)c1cc(C)on1. (8) The compound is NCCCCC(=O)O. The result is 0 (non-inhibitor). (9) The compound is CCN1C(=O)[C@H]2CC[C@H]3/C(=N\OC)C[C@@H](O)[C@@H](O)[C@@H]3[C@@H]2C1=O. The result is 0 (non-inhibitor).